The task is: Predict which catalyst facilitates the given reaction.. This data is from Catalyst prediction with 721,799 reactions and 888 catalyst types from USPTO. Reactant: [Br:1][C:2]1[CH:7]=[CH:6][C:5]([N+:8]([O-:10])=[O:9])=[C:4](F)[CH:3]=1.[CH3:12][O-:13].[Na+].CO. Product: [CH3:12][O:13][C:4]1[CH:3]=[C:2]([Br:1])[CH:7]=[CH:6][C:5]=1[N+:8]([O-:10])=[O:9]. The catalyst class is: 2.